Dataset: Full USPTO retrosynthesis dataset with 1.9M reactions from patents (1976-2016). Task: Predict the reactants needed to synthesize the given product. (1) Given the product [Cl:1][C:2]1[CH:3]=[CH:4][C:5]([S:8][CH2:9][CH2:10][C:11]2[CH2:13][CH:12]=2)=[CH:6][CH:7]=1, predict the reactants needed to synthesize it. The reactants are: [Cl:1][C:2]1[CH:7]=[CH:6][C:5]([S:8][CH2:9][CH2:10][C:11]2(Br)[CH2:13][C:12]2(Br)Br)=[CH:4][CH:3]=1.C[Li].O. (2) Given the product [CH3:38][O:39][N:40]=[C:1]([C:2]1[CH:3]=[CH:4][CH:5]=[CH:6][CH:7]=1)[C:9]1[CH:36]=[CH:35][C:12]2[N:13]([CH2:17][CH2:18][O:19][C:20]3[CH:21]=[CH:22][C:23]([O:24][C:25]([CH3:32])([CH3:31])[C:26]([O:28][CH2:29][CH3:30])=[O:27])=[CH:33][CH:34]=3)[C:14](=[O:16])[S:15][C:11]=2[CH:10]=1, predict the reactants needed to synthesize it. The reactants are: [C:1]([C:9]1[CH:36]=[CH:35][C:12]2[N:13]([CH2:17][CH2:18][O:19][C:20]3[CH:34]=[CH:33][C:23]([O:24][C:25]([CH3:32])([CH3:31])[C:26]([O:28][CH2:29][CH3:30])=[O:27])=[CH:22][CH:21]=3)[C:14](=[O:16])[S:15][C:11]=2[CH:10]=1)(=O)[C:2]1[CH:7]=[CH:6][CH:5]=[CH:4][CH:3]=1.Cl.[CH3:38][O:39][NH2:40].Cl. (3) The reactants are: [CH2:1]([O:11][C:12](=[O:22])[CH:13]=[CH:14][C:15]1[CH:20]=[CH:19][CH:18]=[CH:17][C:16]=1[OH:21])[CH2:2][CH2:3][CH2:4][CH2:5][CH2:6][CH2:7][CH2:8][CH:9]=[CH2:10].[H-].[Na+].[C:25](Cl)(=[O:27])[CH3:26]. Given the product [CH2:1]([O:11][C:12](=[O:22])[CH:13]=[CH:14][C:15]1[CH:20]=[CH:19][CH:18]=[CH:17][C:16]=1[O:21][C:25](=[O:27])[CH3:26])[CH2:2][CH2:3][CH2:4][CH2:5][CH2:6][CH2:7][CH2:8][CH:9]=[CH2:10], predict the reactants needed to synthesize it. (4) Given the product [Cl:1][C:2]1[C:10]([F:11])=[CH:9][CH:8]=[CH:7][C:3]=1[CH2:4][NH:15][CH:12]1[CH2:14][CH2:13]1, predict the reactants needed to synthesize it. The reactants are: [Cl:1][C:2]1[C:10]([F:11])=[CH:9][CH:8]=[CH:7][C:3]=1[C:4](O)=O.[CH:12]1([NH2:15])[CH2:14][CH2:13]1. (5) Given the product [CH3:39][C:35]1[CH:34]=[C:33](/[CH:32]=[CH:31]/[C:28]2[O:29][CH:30]=[C:26]([CH2:25][O:1][C:2]3[CH:7]=[CH:6][C:5]([CH2:8][CH2:9][CH2:10][CH2:11][N:12]4[CH:16]=[CH:15][N:14]=[C:13]4[CH2:17][CH:18]([OH:21])[CH2:19][OH:20])=[CH:4][CH:3]=3)[N:27]=2)[CH:38]=[CH:37][CH:36]=1, predict the reactants needed to synthesize it. The reactants are: [OH:1][C:2]1[CH:7]=[CH:6][C:5]([CH2:8][CH2:9][CH2:10][CH2:11][N:12]2[CH:16]=[CH:15][N:14]=[C:13]2[CH2:17][CH:18]([OH:21])[CH2:19][OH:20])=[CH:4][CH:3]=1.[H-].[Na+].Cl[CH2:25][C:26]1[N:27]=[C:28](/[CH:31]=[CH:32]/[C:33]2[CH:38]=[CH:37][CH:36]=[C:35]([CH3:39])[CH:34]=2)[O:29][CH:30]=1. (6) The reactants are: [CH3:1][Si:2]([CH3:31])([CH3:30])[CH2:3][CH2:4][O:5][CH2:6][N:7]1[C:11]2[N:12]=[CH:13][N:14]=[C:15]([C:16]3[CH:17]=[N:18][N:19]([CH:21]([CH2:26][C:27]([NH2:29])=O)[CH2:22][C:23]([NH2:25])=O)[CH:20]=3)[C:10]=2[CH:9]=[CH:8]1.CN(C=O)C.ClC(Cl)(Cl)C(Cl)=O.CCCCCC. Given the product [CH3:31][Si:2]([CH3:1])([CH3:30])[CH2:3][CH2:4][O:5][CH2:6][N:7]1[C:11]2[N:12]=[CH:13][N:14]=[C:15]([C:16]3[CH:17]=[N:18][N:19]([CH:21]([CH2:26][C:27]#[N:29])[CH2:22][C:23]#[N:25])[CH:20]=3)[C:10]=2[CH:9]=[CH:8]1, predict the reactants needed to synthesize it. (7) The reactants are: [CH2:1]([N:3]([CH:25]([CH3:27])[CH3:26])[C:4]([CH:6]1[CH2:11][CH2:10][CH2:9][N:8]([CH:12]2[CH2:17][CH2:16][N:15](C(OC(C)(C)C)=O)[CH2:14][CH2:13]2)[CH2:7]1)=[O:5])[CH3:2].C(OCC)(=O)C.[ClH:34]. Given the product [ClH:34].[ClH:34].[CH2:1]([N:3]([CH:25]([CH3:26])[CH3:27])[C:4]([CH:6]1[CH2:11][CH2:10][CH2:9][N:8]([CH:12]2[CH2:13][CH2:14][NH:15][CH2:16][CH2:17]2)[CH2:7]1)=[O:5])[CH3:2], predict the reactants needed to synthesize it. (8) Given the product [CH3:32][C:33]1[O:37][C:36]([CH2:38][CH:39]2[CH2:44][CH2:43][CH:42]([C:45]3[S:46][C:47]([C:50]4[CH:51]=[CH:52][C:53]([NH:54][C:67]([NH:66][C:59]5[CH:60]=[C:61]([F:65])[C:62]([F:64])=[CH:63][C:58]=5[F:57])=[O:68])=[CH:55][CH:56]=4)=[CH:48][N:49]=3)[CH2:41][CH2:40]2)=[N:35][N:34]=1, predict the reactants needed to synthesize it. The reactants are: FC(F)(F)C1C=C(NC(=O)NC2C=CC(C3SC(CCC(OC)=O)=NC=3)=CC=2)C=CC=1.[CH3:32][C:33]1[O:37][C:36]([CH2:38][CH:39]2[CH2:44][CH2:43][CH:42]([C:45]3[S:46][C:47]([C:50]4[CH:56]=[CH:55][C:53]([NH2:54])=[CH:52][CH:51]=4)=[CH:48][N:49]=3)[CH2:41][CH2:40]2)=[N:35][N:34]=1.[F:57][C:58]1[CH:63]=[C:62]([F:64])[C:61]([F:65])=[CH:60][C:59]=1[N:66]=[C:67]=[O:68]. (9) The reactants are: [NH2:1][C:2]1[C:11]2[S:10](=[O:13])(=[O:12])[N:9]=[C:8]([CH2:14][C:15]([O:17][CH2:18][CH3:19])=[O:16])[NH:7][C:6]=2[CH:5]=[CH:4][C:3]=1[OH:20].[CH3:21][C:22](C)(C)C([O-])([O-])[O-]. Given the product [CH3:21][C:22]1[O:20][C:3]2[CH:4]=[CH:5][C:6]3[NH:7][C:8]([CH2:14][C:15]([O:17][CH2:18][CH3:19])=[O:16])=[N:9][S:10](=[O:13])(=[O:12])[C:11]=3[C:2]=2[N:1]=1, predict the reactants needed to synthesize it. (10) Given the product [Cl:8][C:6]1[N:5]=[CH:4][N:3]=[C:2]([NH:15][C:14]2[CH:16]=[CH:17][CH:18]=[C:12]([N+:9]([O-:11])=[O:10])[CH:13]=2)[CH:7]=1, predict the reactants needed to synthesize it. The reactants are: Cl[C:2]1[CH:7]=[C:6]([Cl:8])[N:5]=[CH:4][N:3]=1.[N+:9]([C:12]1[CH:13]=[C:14]([CH:16]=[CH:17][CH:18]=1)[NH2:15])([O-:11])=[O:10].Cl.O1CCOCC1.